Task: Predict the reactants needed to synthesize the given product.. Dataset: Full USPTO retrosynthesis dataset with 1.9M reactions from patents (1976-2016) The reactants are: Cl[CH2:2][C:3]1[CH:8]=[CH:7][C:6]([C:9]([F:12])([F:11])[F:10])=[CH:5][C:4]=1[N+:13]([O-:15])=[O:14].[CH3:16][N:17]1[CH2:22][CH2:21][NH:20][CH2:19][CH2:18]1.C([O-])(O)=O.[Na+]. Given the product [CH3:16][N:17]1[CH2:22][CH2:21][N:20]([CH2:2][C:3]2[CH:8]=[CH:7][C:6]([C:9]([F:12])([F:11])[F:10])=[CH:5][C:4]=2[N+:13]([O-:15])=[O:14])[CH2:19][CH2:18]1, predict the reactants needed to synthesize it.